This data is from Full USPTO retrosynthesis dataset with 1.9M reactions from patents (1976-2016). The task is: Predict the reactants needed to synthesize the given product. Given the product [Cl:1][C:2]1[CH:3]=[C:4]2[C:13](=[CH:14][CH:15]=1)[C:12]([NH:28][CH2:27][CH2:26][CH2:25][CH2:24][N:23]([CH2:22][CH:19]1[CH2:21][CH2:20]1)[CH2:29][CH3:30])=[C:11]1[C:6]([CH:7]=[CH:8][C:9]([O:17][CH3:18])=[CH:10]1)=[N:5]2, predict the reactants needed to synthesize it. The reactants are: [Cl:1][C:2]1[CH:3]=[C:4]2[C:13](=[CH:14][CH:15]=1)[C:12](Cl)=[C:11]1[C:6]([CH:7]=[CH:8][C:9]([O:17][CH3:18])=[CH:10]1)=[N:5]2.[CH:19]1([CH2:22][N:23]([CH2:29][CH3:30])[CH2:24][CH2:25][CH2:26][CH2:27][NH2:28])[CH2:21][CH2:20]1.